Dataset: Forward reaction prediction with 1.9M reactions from USPTO patents (1976-2016). Task: Predict the product of the given reaction. (1) Given the reactants [Li][CH3:2].[CH2:3]([O:10][CH2:11][N:12]1[C:16]([CH:17]=O)=[CH:15][CH:14]=[N:13]1)[C:4]1[CH:9]=[CH:8][CH:7]=[CH:6][CH:5]=1, predict the reaction product. The product is: [CH2:3]([O:10][CH2:11][N:12]1[C:16]([CH:17]=[CH2:2])=[CH:15][CH:14]=[N:13]1)[C:4]1[CH:9]=[CH:8][CH:7]=[CH:6][CH:5]=1. (2) The product is: [CH3:1][C:2]1[CH:7]=[C:6]([CH3:8])[N:5]2[N:9]=[C:10]([S:12][CH2:21][CH2:20][O:19][C:16]3[CH:17]=[CH:18][CH:13]=[CH:14][CH:15]=3)[N:11]=[C:4]2[N:3]=1. Given the reactants [CH3:1][C:2]1[CH:7]=[C:6]([CH3:8])[N:5]2[N:9]=[C:10]([SH:12])[N:11]=[C:4]2[N:3]=1.[CH:13]1[CH:18]=[CH:17][C:16]([O:19][CH2:20][CH2:21]Br)=[CH:15][CH:14]=1, predict the reaction product. (3) The product is: [Br:11][C:7]1[CH:8]=[CH:9][CH:10]=[C:2]([NH:1][C:20](=[O:21])[CH2:19][Cl:18])[C:3]=1[C:4]([OH:6])=[O:5]. Given the reactants [NH2:1][C:2]1[CH:10]=[CH:9][CH:8]=[C:7]([Br:11])[C:3]=1[C:4]([OH:6])=[O:5].N1C=CC=CC=1.[Cl:18][CH2:19][C:20](Cl)=[O:21], predict the reaction product.